Dataset: Full USPTO retrosynthesis dataset with 1.9M reactions from patents (1976-2016). Task: Predict the reactants needed to synthesize the given product. (1) Given the product [Cl:33][C:28]1[CH:27]=[C:26]([CH:10]2[CH:11]([CH:13]([O:15][C:16]3[CH:17]=[CH:18][C:19]([C:22]([F:24])([F:25])[F:23])=[CH:20][CH:21]=3)[CH3:14])[CH2:12][NH:8][CH2:9]2)[CH:31]=[CH:30][C:29]=1[Cl:32], predict the reactants needed to synthesize it. The reactants are: C([N:8]1[CH2:12][CH:11]([CH:13]([O:15][C:16]2[CH:21]=[CH:20][C:19]([C:22]([F:25])([F:24])[F:23])=[CH:18][CH:17]=2)[CH3:14])[CH:10]([C:26]2[CH:31]=[CH:30][C:29]([Cl:32])=[C:28]([Cl:33])[CH:27]=2)[CH2:9]1)C1C=CC=CC=1.ClC(OCC(Cl)(Cl)Cl)=O. (2) Given the product [Br:30][C:15]1[S:14][C:13]([C:10]2[CH:11]=[CH:12][C:5]([O:4][CH:1]([CH3:3])[CH3:2])=[C:6]([CH:9]=2)[C:7]#[N:8])=[N:17][CH:16]=1, predict the reactants needed to synthesize it. The reactants are: [CH:1]([O:4][C:5]1[CH:12]=[CH:11][C:10]([C:13]2[S:14][CH:15]=[CH:16][N:17]=2)=[CH:9][C:6]=1[C:7]#[N:8])([CH3:3])[CH3:2].CN(C=O)C.C1C(=O)N([Br:30])C(=O)C1. (3) The reactants are: [CH2:1]([O:5][C:6]1[CH:11]=[CH:10][C:9]([S:12]([N:15]([CH:17]([C:21]2[CH:26]=[CH:25][C:24]([O:27][CH2:28][CH2:29][CH2:30][NH:31][C:32]([O:34][CH2:35][CH3:36])=[O:33])=[CH:23][CH:22]=2)[C:18](O)=[O:19])[CH3:16])(=[O:14])=[O:13])=[CH:8][CH:7]=1)[C:2]#[C:3][CH3:4].[NH2:37][OH:38]. Given the product [CH2:1]([O:5][C:6]1[CH:7]=[CH:8][C:9]([S:12]([N:15]([CH3:16])[CH:17]([C:21]2[CH:22]=[CH:23][C:24]([O:27][CH2:28][CH2:29][CH2:30][NH:31][C:32](=[O:33])[O:34][CH2:35][CH3:36])=[CH:25][CH:26]=2)[C:18]([NH:37][OH:38])=[O:19])(=[O:14])=[O:13])=[CH:10][CH:11]=1)[C:2]#[C:3][CH3:4], predict the reactants needed to synthesize it. (4) Given the product [CH2:24]([O:23][C:19]1[CH:18]=[C:17]([C:16]2[C:9]3[C:8]([NH2:7])=[N:13][CH:12]=[N:11][C:10]=3[N:14]([C@H:31]3[CH2:32][C@@H:33]([CH2:35][N:1]4[CH2:6][CH2:5][S:4][CH2:3][CH2:2]4)[CH2:34]3)[CH:15]=2)[CH:22]=[CH:21][CH:20]=1)[C:25]1[CH:26]=[CH:27][CH:28]=[CH:29][CH:30]=1, predict the reactants needed to synthesize it. The reactants are: [NH:1]1[CH2:6][CH2:5][S:4][CH2:3][CH2:2]1.[NH2:7][C:8]1[C:9]2[C:16]([C:17]3[CH:22]=[CH:21][CH:20]=[C:19]([O:23][CH2:24][C:25]4[CH:30]=[CH:29][CH:28]=[CH:27][CH:26]=4)[CH:18]=3)=[CH:15][N:14]([C@@H:31]3[CH2:34][C@H:33]([CH2:35]OS(C4C=CC(C)=CC=4)(=O)=O)[CH2:32]3)[C:10]=2[N:11]=[CH:12][N:13]=1. (5) Given the product [C:54]1([C:39]([C:40]2[CH:45]=[CH:44][CH:43]=[CH:42][CH:41]=2)([C:47]2[CH:52]=[CH:51][CH:50]=[CH:49][CH:48]=2)[CH2:33][O:22][C:23]([CH:24]=[PH2:7][CH3:1])=[O:27])[CH:59]=[CH:58][CH:57]=[CH:56][CH:55]=1, predict the reactants needed to synthesize it. The reactants are: [C:1]1([P:7](C2C=CC=CC=2)C2C=CC=CC=2)C=CC=CC=1.C([O:22][C:23](=[O:27])[CH:24](Br)C)C.[OH-].[Na+].C1C=C[C:33]2[C:39]([C:47]3[CH:48]=[CH:49][C:50](O)=[CH:51][CH:52]=3)([C:40]3[CH:41]=[CH:42][C:43](O)=[CH:44][CH:45]=3)OC(=O)C=2C=1.[CH:54]1[CH:59]=[CH:58][CH:57]=[CH:56][CH:55]=1. (6) The reactants are: Cl[C:2]1[N:7]=[N:6][C:5]([C:8]2[N:16]3[C:11]([CH:12]=[CH:13][CH:14]=[CH:15]3)=[CH:10][C:9]=2[C:17]([O:19][CH2:20]C)=[O:18])=[CH:4][CH:3]=1.[CH3:22][N:23]1[CH2:28][CH2:27][CH:26]([CH2:29][CH2:30][OH:31])[CH2:25][CH2:24]1. Given the product [CH3:22][N:23]1[CH2:28][CH2:27][CH:26]([CH2:29][CH2:30][O:31][C:2]2[N:7]=[N:6][C:5]([C:8]3[N:16]4[C:11]([CH:12]=[CH:13][CH:14]=[CH:15]4)=[CH:10][C:9]=3[C:17]([O:19][CH3:20])=[O:18])=[CH:4][CH:3]=2)[CH2:25][CH2:24]1, predict the reactants needed to synthesize it. (7) Given the product [CH:22]12[CH2:24][CH:20]([NH:21]1)[CH2:19][N:18]([C:16]1[C:15]([F:31])=[CH:14][N:13]=[C:12]([NH:11][C:8]3[CH:9]=[CH:10][C:5]([C:4]([NH:3][CH2:1][CH3:2])=[O:33])=[C:6]([CH3:32])[CH:7]=3)[N:17]=1)[CH2:23]2, predict the reactants needed to synthesize it. The reactants are: [CH2:1]([NH:3][C:4](=[O:33])[C:5]1[CH:10]=[CH:9][C:8]([NH:11][C:12]2[N:17]=[C:16]([N:18]3[CH2:23][CH:22]4[CH2:24][CH:20]([N:21]4C(=O)C(F)(F)F)[CH2:19]3)[C:15]([F:31])=[CH:14][N:13]=2)=[CH:7][C:6]=1[CH3:32])[CH3:2].[OH-].[Na+].